From a dataset of Catalyst prediction with 721,799 reactions and 888 catalyst types from USPTO. Predict which catalyst facilitates the given reaction. (1) Reactant: C[O:2][C:3]([C:5]1[C:10]([O:11][CH2:12][C:13]([F:16])([F:15])[F:14])=[CH:9][CH:8]=[CH:7][N:6]=1)=[O:4].[OH-].[Li+]. Product: [F:16][C:13]([F:14])([F:15])[CH2:12][O:11][C:10]1[C:5]([C:3]([OH:4])=[O:2])=[N:6][CH:7]=[CH:8][CH:9]=1. The catalyst class is: 24. (2) Reactant: Br[CH2:2][C:3]1[S:11][C:10]2[C:9]([N:12]3[CH2:17][CH2:16][O:15][CH2:14][CH2:13]3)=[N:8][C:7]([Cl:18])=[N:6][C:5]=2[CH:4]=1.[CH3:19][N:20]([CH2:25][CH:26]1[CH2:30][CH2:29][CH2:28][NH:27]1)[S:21]([CH3:24])(=[O:23])=[O:22].C(=O)([O-])[O-].[K+].[K+]. Product: [Cl:18][C:7]1[N:8]=[C:9]([N:12]2[CH2:17][CH2:16][O:15][CH2:14][CH2:13]2)[C:10]2[S:11][C:3]([CH2:2][N:27]3[CH2:28][CH2:29][CH2:30][CH:26]3[CH2:25][N:20]([CH3:19])[S:21]([CH3:24])(=[O:23])=[O:22])=[CH:4][C:5]=2[N:6]=1. The catalyst class is: 10. (3) Reactant: [CH3:1][Si:2]([CH3:35])([CH3:34])[CH2:3][CH2:4][O:5][CH2:6][N:7]1[C:11]2[N:12]=[CH:13][N:14]=[C:15]([C:16]3[CH:17]=[N:18][N:19]([CH:21]([CH2:28][C:29](OCC)=[O:30])[CH2:22][C:23](OCC)=[O:24])[CH:20]=3)[C:10]=2[CH:9]=[CH:8]1.[AlH4-].[Li+]. Product: [CH3:35][Si:2]([CH3:1])([CH3:34])[CH2:3][CH2:4][O:5][CH2:6][N:7]1[C:11]2[N:12]=[CH:13][N:14]=[C:15]([C:16]3[CH:17]=[N:18][N:19]([CH:21]([CH2:22][CH2:23][OH:24])[CH2:28][CH2:29][OH:30])[CH:20]=3)[C:10]=2[CH:9]=[CH:8]1. The catalyst class is: 1. (4) Reactant: C1(P(C2C=CC=CC=2)C2C=CC=CC=2)C=CC=CC=1.[N:20]([CH:23]([C:25]1[S:26][C:27]([F:30])=[CH:28][CH:29]=1)[CH3:24])=[N+]=[N-].O.Cl. Product: [F:30][C:27]1[S:26][C:25]([CH:23]([NH2:20])[CH3:24])=[CH:29][CH:28]=1. The catalyst class is: 56. (5) Reactant: Cl[C:2]([Cl:12])(OC(=O)OC(Cl)(Cl)Cl)Cl.[S:13]([N:23]1[C:31]2[C:26](=[N+:27]([O-])C=[CH:29][CH:30]=2)[CH:25]=[CH:24]1)([C:16]1[CH:22]=[CH:21][C:19]([CH3:20])=[CH:18][CH:17]=1)(=[O:15])=[O:14].C(NC(C)C)(C)C.[OH-].[Na+]. The catalyst class is: 4. Product: [Cl:12][C:2]1[N:27]=[C:26]2[CH:25]=[CH:24][N:23]([S:13]([C:16]3[CH:22]=[CH:21][C:19]([CH3:20])=[CH:18][CH:17]=3)(=[O:15])=[O:14])[C:31]2=[CH:30][CH:29]=1. (6) Reactant: Cl[C:2]1[C:7]([C:8]2[N:13]=[N:12][C:11]([NH:14][CH2:15][C:16]3([C:20]4[C:25]([F:26])=[CH:24][CH:23]=[CH:22][N:21]=4)[CH2:19][CH2:18][CH2:17]3)=[CH:10][CH:9]=2)=[CH:6][CH:5]=[CH:4][N:3]=1.O.[NH2:28][NH2:29].O1CCOCC1. Product: [F:26][C:25]1[C:20]([C:16]2([CH2:15][NH:14][C:11]3[N:12]=[N:13][C:8]([C:7]4[C:2]([NH:28][NH2:29])=[N:3][CH:4]=[CH:5][CH:6]=4)=[CH:9][CH:10]=3)[CH2:19][CH2:18][CH2:17]2)=[N:21][CH:22]=[CH:23][CH:24]=1. The catalyst class is: 13.